Dataset: TCR-epitope binding with 47,182 pairs between 192 epitopes and 23,139 TCRs. Task: Binary Classification. Given a T-cell receptor sequence (or CDR3 region) and an epitope sequence, predict whether binding occurs between them. (1) The epitope is YLDAYNMMI. The TCR CDR3 sequence is CASRAGTDNSPLHF. Result: 1 (the TCR binds to the epitope). (2) The epitope is SLVKPSFYV. The TCR CDR3 sequence is CASSSLGSYNEQFF. Result: 1 (the TCR binds to the epitope). (3) The TCR CDR3 sequence is CSVQLAGANTGELFF. Result: 0 (the TCR does not bind to the epitope). The epitope is GTITVEELK. (4) The epitope is RLYYDSMSY. The TCR CDR3 sequence is CASSVAGSQEQFF. Result: 0 (the TCR does not bind to the epitope).